Predict the product of the given reaction. From a dataset of Forward reaction prediction with 1.9M reactions from USPTO patents (1976-2016). (1) Given the reactants [Cl:1][C:2]1[CH:3]=[C:4]([C@@H:12]([CH2:26][CH:27]2[CH2:31][CH2:30][CH2:29][CH2:28]2)[C:13]([NH:15][C:16]2[CH:20]=[CH:19][N:18]([CH2:21][CH2:22][C:23]([OH:25])=O)[N:17]=2)=[O:14])[CH:5]=[CH:6][C:7]=1[S:8]([CH3:11])(=[O:10])=[O:9].C(Cl)(=O)C(Cl)=O.[N:38]1C(C)=C[CH:41]=[CH:40][C:39]=1C.C(N)CC, predict the reaction product. The product is: [Cl:1][C:2]1[CH:3]=[C:4]([C@@H:12]([CH2:26][CH:27]2[CH2:31][CH2:30][CH2:29][CH2:28]2)[C:13]([NH:15][C:16]2[CH:20]=[CH:19][N:18]([CH2:21][CH2:22][C:23](=[O:25])[NH:38][CH2:39][CH2:40][CH3:41])[N:17]=2)=[O:14])[CH:5]=[CH:6][C:7]=1[S:8]([CH3:11])(=[O:9])=[O:10]. (2) Given the reactants C(O[C:4]1[CH:9]=[CH:8][C:7]([C:10]2[CH:15]=[CH:14][C:13](O)=[C:12](F)[C:11]=2F)=[C:6](F)[C:5]=1F)C.C(=O)([O-])[O-].[Na+].[Na+].CN(C=O)C.O, predict the reaction product. The product is: [C:7]1([C:10]2[CH:11]=[CH:12][CH:13]=[CH:14][CH:15]=2)[CH:8]=[CH:9][CH:4]=[CH:5][CH:6]=1. (3) Given the reactants [C:1]([CH:4]([CH2:9]/[CH:10]=[CH:11]/[C:12]1[CH:17]=[CH:16][CH:15]=[CH:14][CH:13]=1)[C:5]([O:7][CH3:8])=[O:6])(=[O:3])[CH3:2].[BH4-].[Na+], predict the reaction product. The product is: [OH:3][CH:1]([CH:4]([CH2:9]/[CH:10]=[CH:11]/[C:12]1[CH:13]=[CH:14][CH:15]=[CH:16][CH:17]=1)[C:5]([O:7][CH3:8])=[O:6])[CH3:2]. (4) Given the reactants C(OC(=O)[NH:7][C:8]1([CH2:16][N:17]2[C:25]3[C:20](=[C:21]([C:26]4[N:30]=[C:29]([C:31]56[CH2:40][CH:35]7[CH2:36][CH:37]([CH2:39][CH:33]([CH2:34]7)[CH2:32]5)[CH2:38]6)[O:28][N:27]=4)[CH:22]=[CH:23][CH:24]=3)[CH2:19][CH2:18]2)[CH2:13][O:12]C(C)(C)[O:10][CH2:9]1)(C)(C)C.C(OC1C=C(C2ON=C(C3C=CC=C4C=3CCN4CC3(NC(=O)OC(C)(C)C)COC(C)(C)OC3)N=2)C=CC=1OCC)C, predict the reaction product. The product is: [NH2:7][C:8]([CH2:16][N:17]1[C:25]2[C:20](=[C:21]([C:26]3[N:30]=[C:29]([C:31]45[CH2:40][CH:35]6[CH2:34][CH:33]([CH2:39][CH:37]([CH2:36]6)[CH2:38]4)[CH2:32]5)[O:28][N:27]=3)[CH:22]=[CH:23][CH:24]=2)[CH2:19][CH2:18]1)([CH2:13][OH:12])[CH2:9][OH:10]. (5) Given the reactants C(OC(=O)[NH:7][C:8]1[C:13]([NH:14][C:15](=[O:38])[CH2:16][C:17](=O)[C:18]2[CH:23]=[CH:22][CH:21]=[C:20]([N:24]3[C:28]([CH2:29][O:30]C4CCCCO4)=[CH:27][N:26]=[N:25]3)[CH:19]=2)=[CH:12][C:11]([C:39]2[CH:44]=[CH:43][CH:42]=[CH:41][C:40]=2[F:45])=[C:10]([O:46][CH2:47][C:48]([F:51])([F:50])[F:49])[CH:9]=1)(C)(C)C.C(O)(C(F)(F)F)=O, predict the reaction product. The product is: [F:45][C:40]1[CH:41]=[CH:42][CH:43]=[CH:44][C:39]=1[C:11]1[C:10]([O:46][CH2:47][C:48]([F:51])([F:50])[F:49])=[CH:9][C:8]2[N:7]=[C:17]([C:18]3[CH:23]=[CH:22][CH:21]=[C:20]([N:24]4[C:28]([CH2:29][OH:30])=[CH:27][N:26]=[N:25]4)[CH:19]=3)[CH2:16][C:15](=[O:38])[NH:14][C:13]=2[CH:12]=1. (6) Given the reactants C(O[C:4]([C:6]1[CH:7]=[N:8][C:9]2[C:14]([C:15]=1[NH:16][CH2:17][CH2:18][CH2:19][CH3:20])=[CH:13][CH:12]=[CH:11][C:10]=2[O:21][CH3:22])=[O:5])C.[N:23]([C:26]1[CH:31]=[CH:30][CH:29]=[C:28]([CH3:32])[CH:27]=1)=[C:24]=[O:25], predict the reaction product. The product is: [CH2:17]([N:16]1[C:15]2[C:14]3[CH:13]=[CH:12][CH:11]=[C:10]([O:21][CH3:22])[C:9]=3[N:8]=[CH:7][C:6]=2[C:4](=[O:5])[N:23]([C:26]2[CH:27]=[C:28]([CH3:32])[CH:29]=[CH:30][CH:31]=2)[C:24]1=[O:25])[CH2:18][CH2:19][CH3:20]. (7) Given the reactants [F:1][C:2]1[CH:7]=[CH:6][C:5]([CH:8]2[O:12]C(=O)[NH:10][CH:9]2[CH2:14][C:15]2[CH:20]=[CH:19][CH:18]=[C:17]([O:21][C:22]3[CH:27]=[CH:26][CH:25]=[CH:24][CH:23]=3)[CH:16]=2)=[CH:4][CH:3]=1.[OH-].[Na+], predict the reaction product. The product is: [NH2:10][CH:9]([CH2:14][C:15]1[CH:20]=[CH:19][CH:18]=[C:17]([O:21][C:22]2[CH:27]=[CH:26][CH:25]=[CH:24][CH:23]=2)[CH:16]=1)[CH:8]([C:5]1[CH:4]=[CH:3][C:2]([F:1])=[CH:7][CH:6]=1)[OH:12]. (8) Given the reactants BrBr.FF.C([Li])CCC.C1C=CC(S(N(S(C2C=CC=CC=2)(=O)=O)F)(=O)=O)=CC=1.C([N:37](CC1C=CC=CC=1)[CH:38]1[CH2:47][C:46]2[C:41](=[C:42]([F:50])[CH:43]=[CH:44][C:45]=2[O:48][CH3:49])[O:40][CH2:39]1)C1C=CC=CC=1, predict the reaction product. The product is: [F:50][C:42]1[CH:43]=[CH:44][C:45]([O:48][CH3:49])=[C:46]2[C:41]=1[O:40][CH2:39][CH:38]([NH2:37])[CH2:47]2. (9) Given the reactants C(O)(=O)C.[C:5]([O:9][C:10]([N:12]1[CH2:24][CH2:23][C:15]2([N:19]=[C:18](SC)[NH:17][C:16]2=[O:22])[CH2:14][CH2:13]1)=[O:11])([CH3:8])([CH3:7])[CH3:6].[F:25][C:26]([F:35])([F:34])[C:27]1[CH:28]=[C:29]([CH:31]=[CH:32][CH:33]=1)[NH2:30].C(=O)(O)[O-].[Na+], predict the reaction product. The product is: [C:5]([O:9][C:10]([N:12]1[CH2:24][CH2:23][C:15]2([N:19]=[C:18]([NH:30][C:29]3[CH:31]=[CH:32][CH:33]=[C:27]([C:26]([F:25])([F:34])[F:35])[CH:28]=3)[NH:17][C:16]2=[O:22])[CH2:14][CH2:13]1)=[O:11])([CH3:8])([CH3:7])[CH3:6]. (10) Given the reactants COC(=O)[C:4]1[CH:9]=[CH:8][CH:7]=[C:6]([CH2:10][O:11][C:12]2[CH:17]=[CH:16][C:15]([C:18]3[CH:23]=[C:22]([F:24])[C:21]([F:25])=[CH:20][C:19]=3[CH3:26])=[CH:14][CH:13]=2)[C:5]=1[NH:27][N:28]([C:35]([O:37]C(C)(C)C)=O)[CH2:29][C:30]([O:32]CC)=[O:31].Cl, predict the reaction product. The product is: [F:25][C:21]1[C:22]([F:24])=[CH:23][C:18]([C:15]2[CH:16]=[CH:17][C:12]([O:11][CH2:10][C:6]3[CH:7]=[CH:8][CH:9]=[C:4]4[C:5]=3[NH:27][N:28]([CH2:29][C:30]([OH:32])=[O:31])[C:35]4=[O:37])=[CH:13][CH:14]=2)=[C:19]([CH3:26])[CH:20]=1.